Dataset: Peptide-MHC class II binding affinity with 134,281 pairs from IEDB. Task: Regression. Given a peptide amino acid sequence and an MHC pseudo amino acid sequence, predict their binding affinity value. This is MHC class II binding data. (1) The peptide sequence is VLKDAKLIADSIDFN. The MHC is DRB1_0101 with pseudo-sequence DRB1_0101. The binding affinity (normalized) is 0.426. (2) The peptide sequence is INAGFKAALAAAAGVPPADKY. The MHC is DRB1_1602 with pseudo-sequence DRB1_1602. The binding affinity (normalized) is 0.707. (3) The peptide sequence is CTDKMFFVKNPTDTG. The MHC is DRB3_0202 with pseudo-sequence DRB3_0202. The binding affinity (normalized) is 0.714. (4) The peptide sequence is NIVVNVFNQLDQPLL. The MHC is DRB3_0202 with pseudo-sequence DRB3_0202. The binding affinity (normalized) is 0.426. (5) The MHC is DRB1_1302 with pseudo-sequence DRB1_1302. The peptide sequence is LLKYRAREPVTKAEMLGSVVGNWQ. The binding affinity (normalized) is 0.572. (6) The peptide sequence is KLTITGKGTLDGQGK. The MHC is DRB4_0101 with pseudo-sequence DRB4_0103. The binding affinity (normalized) is 0.420. (7) The peptide sequence is KLVLNIKYTRPGDSL. The MHC is DRB1_0301 with pseudo-sequence DRB1_0301. The binding affinity (normalized) is 0.520. (8) The peptide sequence is RGHHRQVIGAAQLGR. The MHC is DRB1_0701 with pseudo-sequence DRB1_0701. The binding affinity (normalized) is 0.410. (9) The peptide sequence is YKDVDKPPFSGMTGC. The MHC is DRB1_1302 with pseudo-sequence DRB1_1302. The binding affinity (normalized) is 0.